Dataset: NCI-60 drug combinations with 297,098 pairs across 59 cell lines. Task: Regression. Given two drug SMILES strings and cell line genomic features, predict the synergy score measuring deviation from expected non-interaction effect. (1) Drug 1: CCC1=CC2CC(C3=C(CN(C2)C1)C4=CC=CC=C4N3)(C5=C(C=C6C(=C5)C78CCN9C7C(C=CC9)(C(C(C8N6C)(C(=O)OC)O)OC(=O)C)CC)OC)C(=O)OC.C(C(C(=O)O)O)(C(=O)O)O. Synergy scores: CSS=52.2, Synergy_ZIP=-7.64, Synergy_Bliss=-8.93, Synergy_Loewe=-13.9, Synergy_HSA=-3.93. Cell line: KM12. Drug 2: C1=NC2=C(N=C(N=C2N1C3C(C(C(O3)CO)O)F)Cl)N. (2) Drug 1: C1=C(C(=O)NC(=O)N1)F. Drug 2: CN(C(=O)NC(C=O)C(C(C(CO)O)O)O)N=O. Cell line: IGROV1. Synergy scores: CSS=40.0, Synergy_ZIP=11.1, Synergy_Bliss=13.2, Synergy_Loewe=7.85, Synergy_HSA=14.0. (3) Drug 1: COC1=CC(=CC(=C1O)OC)C2C3C(COC3=O)C(C4=CC5=C(C=C24)OCO5)OC6C(C(C7C(O6)COC(O7)C8=CC=CS8)O)O. Drug 2: C1CC(C1)(C(=O)O)C(=O)O.[NH2-].[NH2-].[Pt+2]. Cell line: NCIH23. Synergy scores: CSS=80.4, Synergy_ZIP=5.23, Synergy_Bliss=5.36, Synergy_Loewe=5.54, Synergy_HSA=10.4. (4) Drug 1: CC1=C(C=C(C=C1)NC2=NC=CC(=N2)N(C)C3=CC4=NN(C(=C4C=C3)C)C)S(=O)(=O)N.Cl. Drug 2: CC(C)NC(=O)C1=CC=C(C=C1)CNNC.Cl. Cell line: NCI-H226. Synergy scores: CSS=12.2, Synergy_ZIP=1.33, Synergy_Bliss=3.18, Synergy_Loewe=-8.38, Synergy_HSA=-0.183.